From a dataset of Forward reaction prediction with 1.9M reactions from USPTO patents (1976-2016). Predict the product of the given reaction. (1) Given the reactants [NH2:1][C:2]1[CH:7]=[CH:6][C:5]([OH:8])=[C:4]([F:9])[CH:3]=1.CC(C)([O-])C.[K+].[O:16]1[CH2:21][CH2:20][CH2:19][O:18][CH:17]1[C:22]1[CH:23]=[CH:24][C:25]([C:28]2[S:36][C:35]3[C:30](=[N:31][CH:32]=[CH:33][C:34]=3Cl)[CH:29]=2)=[N:26][CH:27]=1, predict the reaction product. The product is: [O:16]1[CH2:21][CH2:20][CH2:19][O:18][CH:17]1[C:22]1[CH:23]=[CH:24][C:25]([C:28]2[S:36][C:35]3[C:30](=[N:31][CH:32]=[CH:33][C:34]=3[O:8][C:5]3[CH:6]=[CH:7][C:2]([NH2:1])=[CH:3][C:4]=3[F:9])[CH:29]=2)=[N:26][CH:27]=1. (2) Given the reactants COCOC.B(F)(F)F.[CH3:10]COCC.[C:15]([N:18]1[CH2:24][C:23]2[CH:25]=[CH:26][CH:27]=[CH:28][C:22]=2[NH:21][CH2:20][CH2:19]1)(=[O:17])[CH3:16].[CH:29]1[CH2:33][CH2:32][CH2:31][CH:30]=1.[OH-].[Na+], predict the reaction product. The product is: [C:15]([N:18]1[CH2:24][C:23]2=[C:22]3[C:28](=[CH:27][CH:26]=[CH:25]2)[CH:30]2[CH2:31][CH2:32][CH2:33][CH:29]2[CH2:10][N:21]3[CH2:20][CH2:19]1)(=[O:17])[CH3:16].